Dataset: Catalyst prediction with 721,799 reactions and 888 catalyst types from USPTO. Task: Predict which catalyst facilitates the given reaction. (1) Reactant: [CH2:1]([N:8]([CH3:23])[CH:9]1CO[CH2:13][CH2:12][N:11]([C:16]([O:18][C:19]([CH3:22])([CH3:21])[CH3:20])=[O:17])[CH2:10]1)[C:2]1[CH:7]=[CH:6][CH:5]=[CH:4][CH:3]=1.[O:24]=[C:25]1COCCN(C(OC(C)(C)C)=O)C1.CNCC1C=CC=CC=1.C(O[BH-](OC(=O)C)OC(=O)C)(=O)C.[Na+]. Product: [CH2:1]([N:8]([CH:9]1[CH2:10][N:11]([C:16]([O:18][C:19]([CH3:20])([CH3:21])[CH3:22])=[O:17])[CH2:12][CH2:13][CH2:25][O:24]1)[CH3:23])[C:2]1[CH:3]=[CH:4][CH:5]=[CH:6][CH:7]=1. The catalyst class is: 2. (2) The catalyst class is: 250. Product: [Br:1][C:2]1[S:3][C:4]([C:15]2[N:19]=[CH:18][N:17]([CH:26]3[CH2:27][CH2:28][CH2:29][CH2:30][O:25]3)[N:16]=2)=[C:5]([CH2:7][C:8]2[CH:13]=[CH:12][C:11]([Cl:14])=[CH:10][CH:9]=2)[N:6]=1. Reactant: [Br:1][C:2]1[S:3][C:4]([C:15]2[NH:19][CH:18]=[N:17][N:16]=2)=[C:5]([CH2:7][C:8]2[CH:13]=[CH:12][C:11]([Cl:14])=[CH:10][CH:9]=2)[N:6]=1.O1CCCC1.[O:25]1[CH:30]=[CH:29][CH2:28][CH2:27][CH2:26]1.O.C1(C)C=CC(S(O)(=O)=O)=CC=1. (3) Reactant: [Cl:1][C:2]1[CH:8]=[CH:7][C:6]([CH:9]2[CH2:11][CH2:10]2)=[C:5]([F:12])[C:3]=1[NH2:4].[Br:13]N1C(=O)CCC1=O. Product: [Cl:1][C:2]1[CH:8]=[C:7]([Br:13])[C:6]([CH:9]2[CH2:10][CH2:11]2)=[C:5]([F:12])[C:3]=1[NH2:4]. The catalyst class is: 3. (4) Reactant: [Cl:1][C:2]1[CH:7]=[CH:6][C:5]([C:8]2[C:12]3[CH2:13][N:14]([S:17]([CH3:20])(=[O:19])=[O:18])[CH2:15][CH2:16][C:11]=3[N:10]([CH2:21][CH2:22][CH2:23][N:24]3[CH2:29][CH2:28][O:27][CH2:26][CH2:25]3)[N:9]=2)=[CH:4][C:3]=1I.C[Si]([C:35]#[C:36][C:37]1[CH:38]=[C:39]([CH:42]=[CH:43][CH:44]=1)[CH:40]=[O:41])(C)C.C1CCN2C(=NCCC2)CC1. Product: [Cl:1][C:2]1[CH:7]=[CH:6][C:5]([C:8]2[C:12]3[CH2:13][N:14]([S:17]([CH3:20])(=[O:19])=[O:18])[CH2:15][CH2:16][C:11]=3[N:10]([CH2:21][CH2:22][CH2:23][N:24]3[CH2:29][CH2:28][O:27][CH2:26][CH2:25]3)[N:9]=2)=[CH:4][C:3]=1[C:35]#[C:36][C:37]1[CH:38]=[C:39]([CH:42]=[CH:43][CH:44]=1)[CH:40]=[O:41]. The catalyst class is: 778. (5) Reactant: C([Li])(C)(C)C.[CH3:6][C:7]([CH3:18])([CH3:17])[C:8]([NH:10][C:11]1[CH:16]=[CH:15][CH:14]=[CH:13][N:12]=1)=[O:9].N1(C=O)CC[O:22][CH2:21]C1.O. Product: [CH:21]([C:16]1[C:11]([NH:10][C:8](=[O:9])[C:7]([CH3:18])([CH3:17])[CH3:6])=[N:12][CH:13]=[CH:14][CH:15]=1)=[O:22]. The catalyst class is: 469. (6) Reactant: [Na].CO.[C:4]1([CH2:10][SH:11])[CH:9]=[CH:8][CH:7]=[CH:6][CH:5]=1.[NH2:12][C:13]1[CH:14]=[C:15]([C:18](I)=[CH:19][N:20]=1)[C:16]#[N:17]. Product: [NH2:12][C:13]1[CH:14]=[C:15]([C:18]([S:11][CH2:10][C:4]2[CH:9]=[CH:8][CH:7]=[CH:6][CH:5]=2)=[CH:19][N:20]=1)[C:16]#[N:17]. The catalyst class is: 6.